Dataset: Full USPTO retrosynthesis dataset with 1.9M reactions from patents (1976-2016). Task: Predict the reactants needed to synthesize the given product. (1) Given the product [CH3:26][C:8]1([CH3:27])[C:3]2[C:2](=[N:7][CH:6]=[CH:5][N:4]=2)[N:11]([C@H:12]2[CH2:17][CH2:16][C@@H:15]([NH:18][C:19]3[CH:24]=[CH:23][C:22]([CH3:25])=[CH:21][N:20]=3)[CH2:14][CH2:13]2)[C:9]1=[O:10], predict the reactants needed to synthesize it. The reactants are: Cl[C:2]1[C:3]([C:8]([CH3:27])([CH3:26])[C:9]([NH:11][C@H:12]2[CH2:17][CH2:16][C@@H:15]([NH:18][C:19]3[CH:24]=[CH:23][C:22]([CH3:25])=[CH:21][N:20]=3)[CH2:14][CH2:13]2)=[O:10])=[N:4][CH:5]=[CH:6][N:7]=1.CC(C)([O-])C.[Na+]. (2) Given the product [CH2:12]([O:11][B:10]([O-:20])[O:9][CH2:1][C:2]1[C:3](=[CH:5][CH:6]=[CH:7][CH:8]=1)[OH:4])[C:13]1[C:14](=[CH:16][CH:17]=[CH:18][CH:19]=1)[OH:15].[CH2:23]([N+:27]1[CH:31]=[CH:30][N:29]([CH3:32])[CH:28]=1)[CH2:24][CH2:25][CH3:26], predict the reactants needed to synthesize it. The reactants are: [CH2:1]([O:9][B:10]([O-:20])[O:11][CH2:12][C:13]1[C:14](=[CH:16][CH:17]=[CH:18][CH:19]=1)[OH:15])[C:2]1[C:3](=[CH:5][CH:6]=[CH:7][CH:8]=1)[OH:4].[Li+].[Cl-].[CH2:23]([N+:27]1[CH:31]=[CH:30][N:29]([CH3:32])[CH:28]=1)[CH2:24][CH2:25][CH3:26]. (3) Given the product [CH2:1]([C:3]1[CH:8]=[CH:7][CH:6]=[C:5]([CH2:9][CH3:10])[C:4]=1[NH:11][C:12]([C:14]1[C:18]2[CH2:19][CH2:20][CH2:21][C:22]3[C:23](=[N:24][C:25]([NH:28][C:29]4[CH:34]=[CH:33][C:32]([N:35]5[CH2:40][CH2:39][N:38]([CH3:41])[CH2:37][CH2:36]5)=[CH:31][C:30]=4[O:42][CH3:43])=[N:26][CH:27]=3)[C:17]=2[NH:16][N:15]=1)=[O:13])[CH3:2], predict the reactants needed to synthesize it. The reactants are: [CH2:1]([C:3]1[CH:8]=[CH:7][CH:6]=[C:5]([CH2:9][CH3:10])[C:4]=1[NH:11][C:12]([C:14]1[C:18]2[CH2:19][CH2:20][CH2:21][C:22]3[C:23](=[N:24][C:25]([NH:28][C:29]4[CH:34]=[CH:33][C:32]([N:35]5[CH2:40][CH2:39][N:38]([CH3:41])[CH2:37][CH2:36]5)=[CH:31][C:30]=4[O:42][CH3:43])=[N:26][CH:27]=3)[C:17]=2[N:16](CC2C=CC(OC)=CC=2)[N:15]=1)=[O:13])[CH3:2].C(Cl)Cl.CO. (4) Given the product [Cl:17][C:11]1[CH:10]=[C:9]2[C:14]([C:6]([CH2:5][C:4]([OH:28])=[O:3])=[C:7]([CH3:27])[N:8]2[C:18](=[O:26])[C:19]2[CH:20]=[CH:21][C:22]([Cl:25])=[CH:23][CH:24]=2)=[CH:13][C:12]=1[O:15][CH3:16], predict the reactants needed to synthesize it. The reactants are: C([O:3][C:4](=[O:28])[CH2:5][C:6]1[C:14]2[C:9](=[CH:10][C:11]([Cl:17])=[C:12]([O:15][CH3:16])[CH:13]=2)[N:8]([C:18](=[O:26])[C:19]2[CH:24]=[CH:23][C:22]([Cl:25])=[CH:21][CH:20]=2)[C:7]=1[CH3:27])C.C1COCC1.Cl. (5) Given the product [CH3:43][S:40]([CH2:38][CH2:39][N:1]1[CH2:2][CH2:3][CH:4]([C:7]2[CH:8]=[CH:9][C:10]3[O:19][CH2:18][CH2:17][C:16]4[N:12]([N:13]=[C:14]([C:20]5[N:21]([CH2:25][C:26]([F:29])([F:27])[F:28])[N:22]=[CH:23][N:24]=5)[CH:15]=4)[C:11]=3[CH:30]=2)[CH2:5][CH2:6]1)(=[O:42])=[O:41], predict the reactants needed to synthesize it. The reactants are: [NH:1]1[CH2:6][CH2:5][CH:4]([C:7]2[CH:8]=[CH:9][C:10]3[O:19][CH2:18][CH2:17][C:16]4[N:12]([N:13]=[C:14]([C:20]5[N:21]([CH2:25][C:26]([F:29])([F:28])[F:27])[N:22]=[CH:23][N:24]=5)[CH:15]=4)[C:11]=3[CH:30]=2)[CH2:3][CH2:2]1.C(N(CC)CC)C.[CH:38]([S:40]([CH:43]=C)(=[O:42])=[O:41])=[CH2:39].CO. (6) Given the product [Cl:1][C:2]1[CH:9]=[C:8]([O:18][C:13]2[CH:14]=[CH:15][CH:16]=[CH:17][C:12]=2[Cl:11])[CH:7]=[CH:6][C:3]=1[C:4]#[N:5], predict the reactants needed to synthesize it. The reactants are: [Cl:1][C:2]1[CH:9]=[C:8](F)[CH:7]=[CH:6][C:3]=1[C:4]#[N:5].[Cl:11][C:12]1[CH:17]=[CH:16][CH:15]=[CH:14][C:13]=1[OH:18].C(=O)([O-])[O-].[K+].[K+]. (7) Given the product [F:1][C:2]1[CH:3]=[C:4]([CH:36]=[CH:37][C:38]=1[O:39][CH2:41][CH2:42][N:44]1[CH2:49][CH2:48][CH2:47][CH2:46][CH2:45]1)[CH2:5][N:7]([CH:33]([CH3:35])[CH3:34])[C:8]1[CH:13]=[C:12]([O:14][CH3:15])[CH:11]=[CH:10][C:9]=1[C@@H:16]1[CH2:25][CH2:24][C:23]2[CH:22]=[C:21]([OH:26])[CH:20]=[CH:19][C:18]=2[CH2:17]1, predict the reactants needed to synthesize it. The reactants are: [F:1][C:2]1[CH:3]=[C:4]([CH:36]=[CH:37][C:38]=1[OH:39])[C:5]([N:7]([CH:33]([CH3:35])[CH3:34])[C:8]1[CH:13]=[C:12]([O:14][CH3:15])[CH:11]=[CH:10][C:9]=1[C@@H:16]1[CH2:25][CH2:24][C:23]2[CH:22]=[C:21]([O:26]C(=O)C(C)(C)C)[CH:20]=[CH:19][C:18]=2[CH2:17]1)=O.Cl[CH2:41][C:42]([N:44]1[CH2:49][CH2:48][CH2:47][CH2:46][CH2:45]1)=O.